Task: Regression. Given two drug SMILES strings and cell line genomic features, predict the synergy score measuring deviation from expected non-interaction effect.. Dataset: Merck oncology drug combination screen with 23,052 pairs across 39 cell lines (1) Drug 1: Cn1nnc2c(C(N)=O)ncn2c1=O. Drug 2: Cn1cc(-c2cnn3c(N)c(Br)c(C4CCCNC4)nc23)cn1. Cell line: MSTO. Synergy scores: synergy=8.32. (2) Drug 1: CS(=O)(=O)CCNCc1ccc(-c2ccc3ncnc(Nc4ccc(OCc5cccc(F)c5)c(Cl)c4)c3c2)o1. Drug 2: Cn1cc(-c2cnn3c(N)c(Br)c(C4CCCNC4)nc23)cn1. Cell line: SW837. Synergy scores: synergy=7.36. (3) Drug 1: CN1C(=O)C=CC2(C)C3CCC4(C)C(NC(=O)OCC(F)(F)F)CCC4C3CCC12. Drug 2: Nc1ccn(C2OC(CO)C(O)C2(F)F)c(=O)n1. Cell line: HT144. Synergy scores: synergy=1.84. (4) Drug 1: N.N.O=C(O)C1(C(=O)O)CCC1.[Pt]. Drug 2: COC1=C2CC(C)CC(OC)C(O)C(C)C=C(C)C(OC(N)=O)C(OC)C=CC=C(C)C(=O)NC(=CC1=O)C2=O. Cell line: OV90. Synergy scores: synergy=-11.7. (5) Drug 1: CCN(CC)CCNC(=O)c1c(C)[nH]c(C=C2C(=O)Nc3ccc(F)cc32)c1C. Drug 2: CC1(c2nc3c(C(N)=O)cccc3[nH]2)CCCN1. Cell line: CAOV3. Synergy scores: synergy=13.6. (6) Drug 1: Cc1nc(Nc2ncc(C(=O)Nc3c(C)cccc3Cl)s2)cc(N2CCN(CCO)CC2)n1. Drug 2: NC1CCCCC1N.O=C(O)C(=O)O.[Pt+2]. Cell line: LOVO. Synergy scores: synergy=15.9. (7) Drug 1: N#Cc1ccc(Cn2cncc2CN2CCN(c3cccc(Cl)c3)C(=O)C2)cc1. Drug 2: O=C(O)C1(Cc2cccc(Nc3nccs3)n2)CCC(Oc2cccc(Cl)c2F)CC1. Cell line: UWB1289. Synergy scores: synergy=12.0. (8) Drug 1: CCC1(O)CC2CN(CCc3c([nH]c4ccccc34)C(C(=O)OC)(c3cc4c(cc3OC)N(C)C3C(O)(C(=O)OC)C(OC(C)=O)C5(CC)C=CCN6CCC43C65)C2)C1. Drug 2: O=C(O)C1(Cc2cccc(Nc3nccs3)n2)CCC(Oc2cccc(Cl)c2F)CC1. Cell line: OVCAR3. Synergy scores: synergy=9.12. (9) Drug 1: CC(=O)OC1C(=O)C2(C)C(O)CC3OCC3(OC(C)=O)C2C(OC(=O)c2ccccc2)C2(O)CC(OC(=O)C(O)C(NC(=O)c3ccccc3)c3ccccc3)C(C)=C1C2(C)C. Drug 2: Cn1nnc2c(C(N)=O)ncn2c1=O. Synergy scores: synergy=-3.27. Cell line: NCIH1650. (10) Drug 1: COC12C(COC(N)=O)C3=C(C(=O)C(C)=C(N)C3=O)N1CC1NC12. Drug 2: CC(C)CC(NC(=O)C(Cc1ccccc1)NC(=O)c1cnccn1)B(O)O. Cell line: RKO. Synergy scores: synergy=-4.47.